This data is from Full USPTO retrosynthesis dataset with 1.9M reactions from patents (1976-2016). The task is: Predict the reactants needed to synthesize the given product. (1) Given the product [N:20]12[CH2:19][C@@H:18]([NH:17][C:12]([C:8]3[CH:9]=[CH:10][CH:11]=[C:5]4[O:4][C:3]([S:2][CH3:1])=[N:7][C:6]=34)=[O:14])[CH:23]([CH2:24][CH2:25]1)[CH2:22][CH2:21]2, predict the reactants needed to synthesize it. The reactants are: [CH3:1][S:2][C:3]1[O:4][C:5]2[C:6](=[C:8]([C:12]([OH:14])=O)[CH:9]=[CH:10][CH:11]=2)[N:7]=1.Cl.Cl.[NH2:17][C@H:18]1[CH:23]2[CH2:24][CH2:25][N:20]([CH2:21][CH2:22]2)[CH2:19]1. (2) Given the product [Cl:1][C:2]1[N:7]=[C:6]([NH:10][C:11]2[CH:16]=[CH:15][CH:14]=[CH:13][C:12]=2[NH:17][C:18]([CH:20]2[CH2:21][CH2:22]2)=[O:19])[C:5]([F:9])=[CH:4][N:3]=1, predict the reactants needed to synthesize it. The reactants are: [Cl:1][C:2]1[N:7]=[C:6](Cl)[C:5]([F:9])=[CH:4][N:3]=1.[NH2:10][C:11]1[CH:16]=[CH:15][CH:14]=[CH:13][C:12]=1[NH:17][C:18]([CH:20]1[CH2:22][CH2:21]1)=[O:19].CCN(C(C)C)C(C)C. (3) Given the product [OH:2][CH2:3][C:4]1[CH:9]=[CH:8][C:7]([O:10][C:11]2[CH:16]=[CH:15][C:14]([C:17]([F:20])([F:18])[F:19])=[CH:13][N:12]=2)=[C:6]([CH:5]=1)[C:21]#[N:22], predict the reactants needed to synthesize it. The reactants are: C[O:2][C:3](=O)[C:4]1[CH:9]=[CH:8][C:7]([O:10][C:11]2[CH:16]=[CH:15][C:14]([C:17]([F:20])([F:19])[F:18])=[CH:13][N:12]=2)=[C:6]([C:21]#[N:22])[CH:5]=1.O. (4) The reactants are: [O:1]=[C:2]1[N:8]([CH:9]2[CH2:14][CH2:13][N:12]([C:15]([O:17][C@H:18]([CH2:35][C:36]3[CH:41]=[C:40]([CH3:42])[C:39]([O:43]CC4C=CC=CC=4)=[C:38]([CH3:51])[CH:37]=3)[C:19]([N:21]3[CH2:26][CH2:25][N:24]([CH:27]4[CH2:32][CH2:31][S:30](=[O:34])(=[O:33])[CH2:29][CH2:28]4)[CH2:23][CH2:22]3)=[O:20])=[O:16])[CH2:11][CH2:10]2)[CH2:7][CH2:6][C:5]2[CH:52]=[CH:53][CH:54]=[CH:55][C:4]=2[NH:3]1.[H][H]. Given the product [O:1]=[C:2]1[N:8]([CH:9]2[CH2:14][CH2:13][N:12]([C:15]([O:17][C@H:18]([CH2:35][C:36]3[CH:37]=[C:38]([CH3:51])[C:39]([OH:43])=[C:40]([CH3:42])[CH:41]=3)[C:19]([N:21]3[CH2:26][CH2:25][N:24]([CH:27]4[CH2:28][CH2:29][S:30](=[O:33])(=[O:34])[CH2:31][CH2:32]4)[CH2:23][CH2:22]3)=[O:20])=[O:16])[CH2:11][CH2:10]2)[CH2:7][CH2:6][C:5]2[CH:52]=[CH:53][CH:54]=[CH:55][C:4]=2[NH:3]1, predict the reactants needed to synthesize it. (5) Given the product [CH3:16][N:12]1[CH2:13][CH2:14][CH2:15][CH:10]([O:9][C:4]2[C:5]([NH2:8])=[N:6][CH:7]=[C:2]([C:20]3[CH:21]=[CH:22][N:17]=[CH:18][CH:19]=3)[N:3]=2)[CH2:11]1, predict the reactants needed to synthesize it. The reactants are: Br[C:2]1[N:3]=[C:4]([O:9][CH:10]2[CH2:15][CH2:14][CH2:13][N:12]([CH3:16])[CH2:11]2)[C:5]([NH2:8])=[N:6][CH:7]=1.[N:17]1[CH:22]=[CH:21][C:20](B(O)O)=[CH:19][CH:18]=1.